Predict the reactants needed to synthesize the given product. From a dataset of Full USPTO retrosynthesis dataset with 1.9M reactions from patents (1976-2016). (1) Given the product [CH3:1][CH:2]1[CH:7]=[CH:6][CH2:5][C:4]([CH3:8])([CH3:9])[CH:3]1[C:10](=[O:12])[CH3:11], predict the reactants needed to synthesize it. The reactants are: [CH3:1][C@@H:2]1[CH:7]=[CH:6][CH2:5][C:4]([CH3:9])([CH3:8])[C@H:3]1[C:10](=[O:12])[CH3:11].[H+].[B-](F)(F)(F)F.O(CC)CC. (2) Given the product [F:69][C:67]1[CH:68]=[C:63]([CH:64]=[C:65]([F:70])[CH:66]=1)[CH2:62][C@H:48]([NH:47][C:6](=[O:7])[C:5]1[CH:9]=[CH:10][CH:11]=[C:3]([CH2:2][O:28][N:29]2[C:30]3=[N:35][CH:34]=[CH:33][CH:32]=[C:31]3[N:36]=[N:37]2)[CH:4]=1)[C@H:49]([OH:61])[CH2:50][NH:51][CH2:52][C:53]1[CH:58]=[CH:57][CH:56]=[C:55]([CH2:59][CH3:60])[CH:54]=1, predict the reactants needed to synthesize it. The reactants are: Br[CH2:2][C:3]1[CH:4]=[C:5]([CH:9]=[CH:10][CH:11]=1)[C:6](O)=[O:7].C(N(C(C)C)CC)(C)C.CN(C([O:28][N:29]1[N:37]=[N:36][C:31]2[CH:32]=[CH:33][CH:34]=[N:35][C:30]1=2)=[N+](C)C)C.F[P-](F)(F)(F)(F)F.Cl.Cl.[NH2:47][C@@H:48]([CH2:62][C:63]1[CH:68]=[C:67]([F:69])[CH:66]=[C:65]([F:70])[CH:64]=1)[C@H:49]([OH:61])[CH2:50][NH:51][CH2:52][C:53]1[CH:58]=[CH:57][CH:56]=[C:55]([CH2:59][CH3:60])[CH:54]=1. (3) The reactants are: BrBr.[S-:3][C:4]#[N:5].[Na+].[NH2:7][C:8]1[N:12]([C:13]2[CH:18]=[CH:17][C:16]([C:19]([F:22])([F:21])[F:20])=[CH:15][C:14]=2[Cl:23])[N:11]=[C:10]([C:24]#[N:25])[CH:9]=1.O. Given the product [NH2:7][C:8]1[N:12]([C:13]2[CH:18]=[CH:17][C:16]([C:19]([F:21])([F:22])[F:20])=[CH:15][C:14]=2[Cl:23])[N:11]=[C:10]([C:24]#[N:25])[C:9]=1[S:3][C:4]#[N:5], predict the reactants needed to synthesize it. (4) Given the product [Cl:25][C:19]1[CH:18]=[C:17]([NH:16][C:8](=[O:10])[C:7](=[O:11])[C:1]2[CH:2]=[CH:3][CH:4]=[CH:5][CH:6]=2)[CH:24]=[CH:23][C:20]=1[C:21]#[N:22], predict the reactants needed to synthesize it. The reactants are: [C:1]1([C:7](=[O:11])[C:8]([OH:10])=O)[CH:6]=[CH:5][CH:4]=[CH:3][CH:2]=1.S(Cl)(Cl)=O.[NH2:16][C:17]1[CH:24]=[CH:23][C:20]([C:21]#[N:22])=[C:19]([Cl:25])[CH:18]=1. (5) Given the product [CH3:18][C:19]1[CH:23]=[C:22]([CH3:24])[NH:21][C:20]=1[CH:25]=[C:10]1[C:9]2[C:13](=[CH:14][CH:15]=[CH:16][C:8]=2[C:4]2[CH:5]=[CH:6][CH:7]=[C:2]([F:1])[CH:3]=2)[NH:12][C:11]1=[O:17], predict the reactants needed to synthesize it. The reactants are: [F:1][C:2]1[CH:3]=[C:4]([C:8]2[CH:16]=[CH:15][CH:14]=[C:13]3[C:9]=2[CH2:10][C:11](=[O:17])[NH:12]3)[CH:5]=[CH:6][CH:7]=1.[CH3:18][C:19]1[CH:23]=[C:22]([CH3:24])[NH:21][C:20]=1[CH:25]=O. (6) Given the product [Cl:12][C:13]1[C:18]([NH:19][C:7](=[O:8])[C:6]2[CH:10]=[CH:11][C:3]([O:2][CH3:1])=[CH:4][CH:5]=2)=[CH:17][CH:16]=[C:15]([Cl:20])[N:14]=1, predict the reactants needed to synthesize it. The reactants are: [CH3:1][O:2][C:3]1[CH:11]=[CH:10][C:6]([C:7](Cl)=[O:8])=[CH:5][CH:4]=1.[Cl:12][C:13]1[C:18]([NH2:19])=[CH:17][CH:16]=[C:15]([Cl:20])[N:14]=1.O. (7) Given the product [CH2:47]([O:54][C:55]([N:17]([CH2:16][CH:15]([OH:36])[CH3:14])[C@@H:18]([CH2:21][C:22]1[CH:23]=[CH:24][C:25]([O:28][C:29]2[C:34]([CH3:35])=[CH:33][CH:32]=[CH:31][N:30]=2)=[CH:26][CH:27]=1)[CH2:19][OH:20])=[O:56])[C:48]1[CH:53]=[CH:52][CH:51]=[CH:50][CH:49]=1, predict the reactants needed to synthesize it. The reactants are: C(OC1C=CC(O[CH2:14][C@@H:15]([OH:36])[CH2:16][NH:17][C@@H:18]([CH2:21][C:22]2[CH:27]=[CH:26][C:25]([O:28][C:29]3[C:34]([CH3:35])=[CH:33][CH:32]=[CH:31][N:30]=3)=[CH:24][CH:23]=2)[CH2:19][OH:20])=CC=1[N+]([O-])=O)C1C=CC=CC=1.C(=O)(O)[O-].[Na+].[CH2:47]([O:54][C:55](Cl)=[O:56])[C:48]1[CH:53]=[CH:52][CH:51]=[CH:50][CH:49]=1.